This data is from Full USPTO retrosynthesis dataset with 1.9M reactions from patents (1976-2016). The task is: Predict the reactants needed to synthesize the given product. (1) Given the product [C:3]([O:6][CH2:7][C:8]1[CH:9]=[CH:10][C:11]([O:14][CH2:16][O:17][CH2:18][CH2:19][O:20][CH3:21])=[CH:12][CH:13]=1)(=[O:5])[CH3:4], predict the reactants needed to synthesize it. The reactants are: [H-].[Na+].[C:3]([O:6][CH2:7][C:8]1[CH:13]=[CH:12][C:11]([OH:14])=[CH:10][CH:9]=1)(=[O:5])[CH3:4].Cl[CH2:16][O:17][CH2:18][CH2:19][O:20][CH3:21]. (2) Given the product [Br:24][C:25]1[CH:26]=[C:27]([CH3:32])[C:28]([O:1][C:2]2[CH:3]=[CH:4][C:5]3[N:9]=[C:8]([CH2:10][O:11][C:12]4[CH:13]=[C:14]([CH:19]=[CH:20][CH:21]=4)[C:15]([O:17][CH3:18])=[O:16])[N:7]([CH3:22])[C:6]=3[CH:23]=2)=[N:29][CH:30]=1, predict the reactants needed to synthesize it. The reactants are: [OH:1][C:2]1[CH:3]=[CH:4][C:5]2[N:9]=[C:8]([CH2:10][O:11][C:12]3[CH:13]=[C:14]([CH:19]=[CH:20][CH:21]=3)[C:15]([O:17][CH3:18])=[O:16])[N:7]([CH3:22])[C:6]=2[CH:23]=1.[Br:24][C:25]1[CH:26]=[C:27]([CH3:32])[C:28](F)=[N:29][CH:30]=1.N1C2C(=CC=C3C=2N=CC=C3)C=CC=1.C(=O)([O-])[O-].[Cs+].[Cs+]. (3) The reactants are: [CH:1]12[CH2:7][CH:4]([CH2:5][CH2:6]1)[C:3](=O)[C:2]2=O.COP([CH2:16][C:17]([C:19]1[CH:24]=[CH:23][C:22]([Cl:25])=[CH:21][C:20]=1[Cl:26])=O)(=O)OC.O.[NH2:28][NH2:29]. Given the product [Cl:26][C:20]1[CH:21]=[C:22]([Cl:25])[CH:23]=[CH:24][C:19]=1[C:17]1[N:28]=[N:29][C:2]2[CH:1]3[CH2:7][CH:4]([C:3]=2[CH:16]=1)[CH2:5][CH2:6]3, predict the reactants needed to synthesize it.